This data is from Full USPTO retrosynthesis dataset with 1.9M reactions from patents (1976-2016). The task is: Predict the reactants needed to synthesize the given product. (1) Given the product [CH2:1]([O:3][C:4](=[O:13])[C:5]1[C:10]([NH:14][C:15]2[CH:20]=[CH:19][CH:18]=[CH:17][CH:16]=2)=[CH:9][C:8]([Cl:12])=[N:7][CH:6]=1)[CH3:2], predict the reactants needed to synthesize it. The reactants are: [CH2:1]([O:3][C:4](=[O:13])[C:5]1[C:10](Cl)=[CH:9][C:8]([Cl:12])=[N:7][CH:6]=1)[CH3:2].[NH2:14][C:15]1[CH:20]=[CH:19][CH:18]=[CH:17][CH:16]=1. (2) Given the product [C:25]([C:2]1[N:6]2[C@@H:7]([CH3:15])[CH2:8][N:9]([CH:12]([CH3:14])[CH3:13])[C:10](=[O:11])[C:5]2=[C:4]([O:16][CH3:17])[C:3]=1[C:18]([O:20][CH2:21][CH3:22])=[O:19])#[N:26], predict the reactants needed to synthesize it. The reactants are: Br[C:2]1[N:6]2[C@@H:7]([CH3:15])[CH2:8][N:9]([CH:12]([CH3:14])[CH3:13])[C:10](=[O:11])[C:5]2=[C:4]([O:16][CH3:17])[C:3]=1[C:18]([O:20][CH2:21][CH3:22])=[O:19].N.O.[CH3:25][N:26](C)C=O. (3) Given the product [CH:16](=[N:2][NH:1][C:3]1[CH:4]=[CH:5][C:6]([C:7]([O:9][CH3:24])=[O:8])=[CH:10][CH:11]=1)[C:17]1[CH:22]=[CH:21][CH:20]=[CH:19][CH:18]=1, predict the reactants needed to synthesize it. The reactants are: [NH:1]([C:3]1[CH:11]=[CH:10][C:6]([C:7]([OH:9])=[O:8])=[CH:5][CH:4]=1)[NH2:2].S(Cl)(Cl)=O.[CH:16](=O)[C:17]1[CH:22]=[CH:21][CH:20]=[CH:19][CH:18]=1.[C:24]([O-])(O)=O.[Na+]. (4) Given the product [I:28][C:25]1[C:24](=[O:26])[C:23]([CH3:27])=[CH:22][C:20](=[O:21])[C:19]=1[NH:18][C:6]1[C:5]2[C:10](=[CH:11][C:12]([O:13][CH2:14][CH2:15][O:16][CH3:17])=[C:3]([O:2][CH3:1])[CH:4]=2)[N:9]=[CH:8][N:7]=1, predict the reactants needed to synthesize it. The reactants are: [CH3:1][O:2][C:3]1[CH:4]=[C:5]2[C:10](=[CH:11][C:12]=1[O:13][CH2:14][CH2:15][O:16][CH3:17])[N:9]=[CH:8][N:7]=[C:6]2[NH:18][C:19]1[C:20]([CH:22]=[C:23]([CH3:27])[C:24](=[O:26])[CH:25]=1)=[O:21].[I:28]I. (5) Given the product [Cl:1][C:2]1[N:7]=[C:6]2[N:8]([CH:12]3[CH2:17][CH2:16][CH2:15][CH2:14][O:13]3)[N:9]=[C:10]([C:26]3[CH:27]=[C:28]4[C:23](=[CH:24][CH:25]=3)[C:22](=[O:39])[N:21]([CH:18]3[CH2:20][CH2:19]3)[CH2:29]4)[C:5]2=[CH:4][CH:3]=1, predict the reactants needed to synthesize it. The reactants are: [Cl:1][C:2]1[N:7]=[C:6]2[N:8]([CH:12]3[CH2:17][CH2:16][CH2:15][CH2:14][O:13]3)[N:9]=[C:10](I)[C:5]2=[CH:4][CH:3]=1.[CH:18]1([N:21]2[CH2:29][C:28]3[C:23](=[CH:24][CH:25]=[C:26](B4OC(C)(C)C(C)(C)O4)[CH:27]=3)[C:22]2=[O:39])[CH2:20][CH2:19]1. (6) Given the product [Cl:24][C:21]1[CH:22]=[CH:23][C:18]([NH:17][C:9](=[O:11])[C:8]2[CH:12]=[CH:13][C:5]([C:3]([O:2][CH3:1])=[O:4])=[CH:6][C:7]=2[N+:14]([O-:16])=[O:15])=[N:19][CH:20]=1, predict the reactants needed to synthesize it. The reactants are: [CH3:1][O:2][C:3]([C:5]1[CH:13]=[CH:12][C:8]([C:9]([OH:11])=O)=[C:7]([N+:14]([O-:16])=[O:15])[CH:6]=1)=[O:4].[NH2:17][C:18]1[CH:23]=[CH:22][C:21]([Cl:24])=[CH:20][N:19]=1.